From a dataset of Full USPTO retrosynthesis dataset with 1.9M reactions from patents (1976-2016). Predict the reactants needed to synthesize the given product. (1) Given the product [F:1][C:2]1[CH:19]=[CH:18][C:5]([CH2:6][C:7]2[N:11]([CH2:25][CH2:24][O:23][CH3:22])[N:10]=[C:9]([C:12]3[CH:17]=[CH:16][N:15]=[CH:14][CH:13]=3)[CH:8]=2)=[CH:4][CH:3]=1, predict the reactants needed to synthesize it. The reactants are: [F:1][C:2]1[CH:19]=[CH:18][C:5]([CH2:6][C:7]2[NH:11][N:10]=[C:9]([C:12]3[CH:17]=[CH:16][N:15]=[CH:14][CH:13]=3)[CH:8]=2)=[CH:4][CH:3]=1.[H-].[Na+].[CH3:22][O:23][CH2:24][CH2:25]Br. (2) Given the product [N+:2]([C:5]1[CH:6]=[CH:7][C:8]([C:9]([O:11][C@H:12]2[C:16]3[N:17]=[CH:18][N:19]=[C:20]([N:21]4[CH2:27][CH2:26][CH2:25][N:24]([C:41](=[O:42])[C@@H:40]([C:44]5[CH:45]=[CH:46][C:47]([Cl:50])=[CH:48][CH:49]=5)[CH2:39][N:38]([C:36]([O:35][C:31]([CH3:32])([CH3:33])[CH3:34])=[O:37])[CH:51]([CH3:52])[CH3:53])[CH2:23][CH2:22]4)[C:15]=3[C@H:14]([CH3:28])[CH2:13]2)=[O:10])=[CH:29][CH:30]=1)([O-:4])=[O:3], predict the reactants needed to synthesize it. The reactants are: Cl.[N+:2]([C:5]1[CH:30]=[CH:29][C:8]([C:9]([O:11][C@H:12]2[C:16]3[N:17]=[CH:18][N:19]=[C:20]([N:21]4[CH2:27][CH2:26][CH2:25][NH:24][CH2:23][CH2:22]4)[C:15]=3[C@H:14]([CH3:28])[CH2:13]2)=[O:10])=[CH:7][CH:6]=1)([O-:4])=[O:3].[C:31]([O:35][C:36]([N:38]([CH:51]([CH3:53])[CH3:52])[CH2:39][CH:40]([C:44]1[CH:49]=[CH:48][C:47]([Cl:50])=[CH:46][CH:45]=1)[C:41](O)=[O:42])=[O:37])([CH3:34])([CH3:33])[CH3:32].ClCCl.CN(C(ON1N=NC2C=CC=CC1=2)=[N+](C)C)C.F[P-](F)(F)(F)(F)F. (3) Given the product [N:1]1([CH2:13][C:14]2[CH:23]=[CH:22][C:17]([C:18]([O:20][CH3:21])=[O:19])=[CH:16][CH:15]=2)[C:5]2[CH:6]=[CH:7][CH:8]=[CH:9][C:4]=2[N:3]=[CH:2]1, predict the reactants needed to synthesize it. The reactants are: [N:1]1[C:5]2[CH:6]=[CH:7][CH:8]=[CH:9][C:4]=2[NH:3][CH:2]=1.[H-].[Na+].Br[CH2:13][C:14]1[CH:23]=[CH:22][C:17]([C:18]([O:20][CH3:21])=[O:19])=[CH:16][CH:15]=1. (4) Given the product [C:1]([C:9]1[CH:33]=[CH:32][C:12]2[N:13]([CH2:17][CH2:18][O:19][C:20]3[CH:21]=[CH:22][C:23]([CH2:26][CH2:27][C:28]([O:30][CH3:31])=[O:29])=[CH:24][CH:25]=3)[C:14](=[O:16])[S:15][C:11]=2[CH:10]=1)(=[O:8])[C:2]1[CH:3]=[CH:4][CH:5]=[CH:6][CH:7]=1, predict the reactants needed to synthesize it. The reactants are: [C:1]([C:9]1[CH:33]=[CH:32][C:12]2[N:13]([CH2:17][CH2:18][O:19][C:20]3[CH:25]=[CH:24][C:23]([CH:26]=[CH:27][C:28]([O:30][CH3:31])=[O:29])=[CH:22][CH:21]=3)[C:14](=[O:16])[S:15][C:11]=2[CH:10]=1)(=[O:8])[C:2]1[CH:7]=[CH:6][CH:5]=[CH:4][CH:3]=1.